Task: Predict the product of the given reaction.. Dataset: Forward reaction prediction with 1.9M reactions from USPTO patents (1976-2016) (1) The product is: [Br:1][C:2]1[N:7]=[CH:6][C:5]2[C:8]([CH:15]3[CH2:14][NH:13][C:12](=[O:11])[CH2:16]3)=[CH:9][NH:10][C:4]=2[CH:3]=1. Given the reactants [Br:1][C:2]1[N:7]=[CH:6][C:5]2[CH:8]=[CH:9][NH:10][C:4]=2[CH:3]=1.[O:11]=[C:12]1[CH:16]=[CH:15][CH2:14][N:13]1C(OC(C)(C)C)=O, predict the reaction product. (2) Given the reactants NCCC1C=CC(S(C2CCN(C(NCCCCCC)=O)CC2)(=O)=O)=CC=1.[Si]([O:45][C:46]1[CH:83]=[CH:82][C:49]([O:50][CH2:51][C@@H:52]([OH:81])[CH2:53][NH:54][CH2:55][CH2:56][C:57]2[CH:62]=[CH:61][C:60]([S:63]([CH:66]3[CH2:71][CH2:70][N:69]([C:72]([NH:74][CH2:75][CH2:76][CH2:77][CH2:78][CH2:79][CH3:80])=[O:73])[CH2:68][CH2:67]3)(=[O:65])=[O:64])=[CH:59][CH:58]=2)=[CH:48][CH:47]=1)(C(C)(C)C)(C1C=CC=CC=1)C1C=CC=CC=1.C([Si](OC1C=CC(OCC2CO2)=CC=1)(C1C=CC=CC=1)C1C=CC=CC=1)(C)(C)C, predict the reaction product. The product is: [CH2:75]([NH:74][C:72]([N:69]1[CH2:68][CH2:67][CH:66]([S:63]([C:60]2[CH:61]=[CH:62][C:57]([CH2:56][CH2:55][NH:54][CH2:53][C@H:52]([OH:81])[CH2:51][O:50][C:49]3[CH:48]=[CH:47][C:46]([OH:45])=[CH:83][CH:82]=3)=[CH:58][CH:59]=2)(=[O:65])=[O:64])[CH2:71][CH2:70]1)=[O:73])[CH2:76][CH2:77][CH2:78][CH2:79][CH3:80]. (3) Given the reactants Br[C:2]1[CH:3]=[N:4][C:5]2[C:10]([CH:11]=1)=[CH:9][CH:8]=[CH:7][CH:6]=2.C([O:15][B:16](OC(C)C)[O:17]C(C)C)(C)C.C([Li])CCC, predict the reaction product. The product is: [N:4]1[C:5]2[C:10](=[CH:9][CH:8]=[CH:7][CH:6]=2)[CH:11]=[C:2]([B:16]([OH:17])[OH:15])[CH:3]=1.